Dataset: Full USPTO retrosynthesis dataset with 1.9M reactions from patents (1976-2016). Task: Predict the reactants needed to synthesize the given product. (1) Given the product [CH3:31][CH:30]([N:8]1[C:7]([C:1]2[CH:6]=[CH:5][CH:4]=[CH:3][CH:2]=2)=[C:11]([C:12]2[C:17](=[O:18])[CH:16]=[CH:15][N:14]([C:19]3[CH:24]=[CH:23][CH:22]=[C:21]([C:25]([F:26])([F:27])[F:28])[CH:20]=3)[N:13]=2)[CH:10]=[N:9]1)[CH3:32], predict the reactants needed to synthesize it. The reactants are: [C:1]1([C:7]2[C:11]([C:12]3[C:17](=[O:18])[CH:16]=[CH:15][N:14]([C:19]4[CH:24]=[CH:23][CH:22]=[C:21]([C:25]([F:28])([F:27])[F:26])[CH:20]=4)[N:13]=3)=[CH:10][NH:9][N:8]=2)[CH:6]=[CH:5][CH:4]=[CH:3][CH:2]=1.I[CH:30]([CH3:32])[CH3:31].C([O-])([O-])=O.[K+].[K+].O. (2) Given the product [F:19][C:20]1[CH:21]=[C:22]([CH:25]=[CH:26][CH:27]=1)[CH2:23][N:9]1[C:10]2[C:6](=[CH:5][C:4]([N+:1]([O-:3])=[O:2])=[CH:12][CH:11]=2)[CH:7]=[CH:8]1, predict the reactants needed to synthesize it. The reactants are: [N+:1]([C:4]1[CH:5]=[C:6]2[C:10](=[CH:11][CH:12]=1)[NH:9][CH:8]=[CH:7]2)([O-:3])=[O:2].CC(C)([O-])C.[K+].[F:19][C:20]1[CH:21]=[C:22]([CH:25]=[CH:26][CH:27]=1)[CH2:23]Br.O. (3) Given the product [BrH:19].[Br:19][CH2:2][C:1]([C:4]1[N:9]=[C:8]([C:10]([O:12][CH2:13][CH3:14])=[O:11])[C:7]([OH:15])=[CH:6][CH:5]=1)=[O:3], predict the reactants needed to synthesize it. The reactants are: [C:1]([C:4]1[N:9]=[C:8]([C:10]([O:12][CH2:13][CH3:14])=[O:11])[C:7]([O:15]C(=O)C)=[CH:6][CH:5]=1)(=[O:3])[CH3:2].[Br:19]Br.